From a dataset of Orexin1 receptor HTS with 218,158 compounds and 233 confirmed actives. Binary Classification. Given a drug SMILES string, predict its activity (active/inactive) in a high-throughput screening assay against a specified biological target. (1) The compound is O1c2c(OCC1)ccc(c2)C(=O)Nc1c(cccc1)C#N. The result is 0 (inactive). (2) The compound is O=C(NCCc1ccc(OC)cc1)C1C(CC=CC1)C(O)=O. The result is 0 (inactive). (3) The drug is Brc1ccc(NC(=O)C2CCCN(S(=O)(=O)c3cccnc3)C2)cc1. The result is 0 (inactive). (4) The molecule is O=C(N1C(CC(c2c1cccc2)C)(C)C)CN1CCN(CC1)C. The result is 0 (inactive). (5) The compound is S(=O)(=O)(N(c1nc2c(n3c1nnc3C)cccc2)C)c1ccccc1. The result is 0 (inactive). (6) The drug is S(c1c(NC(=O)c2noc(c3cc(OC)ccc3)c2)cccc1)C. The result is 1 (active).